This data is from Full USPTO retrosynthesis dataset with 1.9M reactions from patents (1976-2016). The task is: Predict the reactants needed to synthesize the given product. (1) The reactants are: [NH2:1][C:2]1[CH:3]=[C:4]2[C:9](=[CH:10][CH:11]=1)[C:8]([OH:12])=[CH:7][CH:6]=[CH:5]2.[CH3:13][O:14][CH2:15][CH2:16]O.CCOC(/N=N/C(OCC)=O)=O.C1(P(C2C=CC=CC=2)C2C=CC=CC=2)C=CC=CC=1. Given the product [CH3:13][O:14][CH2:15][CH2:16][O:12][C:8]1[CH:7]=[CH:6][CH:5]=[C:4]2[C:9]=1[CH:10]=[CH:11][C:2]([NH2:1])=[CH:3]2, predict the reactants needed to synthesize it. (2) Given the product [Br:1][C:2]1[S:3][C:4]([CH:16]([C:17]2[CH:22]=[CH:21][CH:20]=[CH:19][CH:18]=2)[OH:23])=[CH:5][C:6]=1[CH3:7], predict the reactants needed to synthesize it. The reactants are: [Br:1][C:2]1[S:3][CH:4]=[CH:5][C:6]=1[CH3:7].[Li+].CC([N-]C(C)C)C.[CH:16](=[O:23])[C:17]1[CH:22]=[CH:21][CH:20]=[CH:19][CH:18]=1. (3) Given the product [CH3:21][O:20][CH:6]1[CH2:7][N:8]([C:11]2[N:15]([CH3:16])[N:14]=[CH:13][C:12]=2[N+:17]([O-:19])=[O:18])[CH2:9][CH2:10][CH:4]([NH2:1])[CH2:5]1, predict the reactants needed to synthesize it. The reactants are: [N:1]([CH:4]1[CH2:10][CH2:9][N:8]([C:11]2[N:15]([CH3:16])[N:14]=[CH:13][C:12]=2[N+:17]([O-:19])=[O:18])[CH2:7][CH:6]([O:20][CH3:21])[CH2:5]1)=[N+]=[N-].C1(P(C2C=CC=CC=2)C2C=CC=CC=2)C=CC=CC=1. (4) The reactants are: [NH2:1][C:2]1[N:7]([C:8]2[CH:13]=[CH:12][C:11]([CH2:14][CH2:15]OS(C)(=O)=O)=[CH:10][CH:9]=2)[C:6](=[O:21])[CH:5]=[CH:4][C:3]=1[C:22](=[O:30])[C:23]1[CH:28]=[CH:27][C:26]([F:29])=[CH:25][CH:24]=1.[CH:31]1([O:36][C:37](=[O:44])[C@H:38]([CH2:40][CH:41]([CH3:43])[CH3:42])[NH2:39])[CH2:35][CH2:34][CH2:33][CH2:32]1. Given the product [NH2:1][C:2]1[N:7]([C:8]2[CH:9]=[CH:10][C:11]([CH2:14][CH2:15][NH:39][C@H:38]([C:37]([O:36][CH:31]3[CH2:32][CH2:33][CH2:34][CH2:35]3)=[O:44])[CH2:40][CH:41]([CH3:43])[CH3:42])=[CH:12][CH:13]=2)[C:6](=[O:21])[CH:5]=[CH:4][C:3]=1[C:22]([C:23]1[CH:24]=[CH:25][C:26]([F:29])=[CH:27][CH:28]=1)=[O:30], predict the reactants needed to synthesize it.